From a dataset of Experimentally validated miRNA-target interactions with 360,000+ pairs, plus equal number of negative samples. Binary Classification. Given a miRNA mature sequence and a target amino acid sequence, predict their likelihood of interaction. The miRNA is hsa-miR-1258 with sequence AGUUAGGAUUAGGUCGUGGAA. The protein sequence of the target gene is MSVRGKAGKGLGKGGAKCHRKVLSDNIQGITKCTIRRLARHGGVKRILGLIYEETRRVFKVFLENVIWYAVTNTEHAKRKTVTAMAVVYVLKRQGRTL. Result: 0 (no interaction).